From a dataset of Forward reaction prediction with 1.9M reactions from USPTO patents (1976-2016). Predict the product of the given reaction. (1) The product is: [CH2:6]([O:13][C:14](=[O:15])[NH:16][C@H:17]1[CH2:18][CH2:19][C@H:20]([C:23](=[O:25])[N:3]([O:4][CH3:5])[CH3:2])[CH2:21][CH2:22]1)[C:7]1[CH:8]=[CH:9][CH:10]=[CH:11][CH:12]=1. Given the reactants Cl.[CH3:2][NH:3][O:4][CH3:5].[CH2:6]([O:13][C:14]([NH:16][C@H:17]1[CH2:22][CH2:21][C@H:20]([C:23]([OH:25])=O)[CH2:19][CH2:18]1)=[O:15])[C:7]1[CH:12]=[CH:11][CH:10]=[CH:9][CH:8]=1.F[P-](F)(F)(F)(F)F.N1(OC(N(C)C)=[N+](C)C)C2N=CC=CC=2N=N1.C(=O)([O-])O.[Na+], predict the reaction product. (2) Given the reactants [C:1]([C:3]([C:6]1[CH:7]=[C:8]([CH:13]=[CH:14][CH:15]=1)[C:9]([O:11]C)=[O:10])([CH3:5])[CH3:4])#[N:2].[OH-].[Li+], predict the reaction product. The product is: [C:1]([C:3]([C:6]1[CH:7]=[C:8]([CH:13]=[CH:14][CH:15]=1)[C:9]([OH:11])=[O:10])([CH3:5])[CH3:4])#[N:2].